From a dataset of Full USPTO retrosynthesis dataset with 1.9M reactions from patents (1976-2016). Predict the reactants needed to synthesize the given product. (1) The reactants are: C(N(C(C)C)CC)(C)C.[C:10]([O:14][C:15](=[O:23])[NH:16][CH:17]1[CH2:22][CH2:21][NH:20][CH2:19][CH2:18]1)([CH3:13])([CH3:12])[CH3:11].[Cl:24][C:25]1[CH:26]=[C:27]([S:34](Cl)(=[O:36])=[O:35])[CH:28]=[CH:29][C:30]=1[N+:31]([O-:33])=[O:32]. Given the product [C:10]([O:14][C:15](=[O:23])[NH:16][CH:17]1[CH2:22][CH2:21][N:20]([S:34]([C:27]2[CH:28]=[CH:29][C:30]([N+:31]([O-:33])=[O:32])=[C:25]([Cl:24])[CH:26]=2)(=[O:36])=[O:35])[CH2:19][CH2:18]1)([CH3:13])([CH3:11])[CH3:12], predict the reactants needed to synthesize it. (2) Given the product [F:11][C:12]1[C:17]([C:2]2[C:3]3[NH:10][CH:9]=[CH:8][C:4]=3[N:5]=[CH:6][N:7]=2)=[CH:16][CH:15]=[CH:14][N:13]=1, predict the reactants needed to synthesize it. The reactants are: Cl[C:2]1[C:3]2[NH:10][CH:9]=[CH:8][C:4]=2[N:5]=[CH:6][N:7]=1.[F:11][C:12]1[C:17](B(O)O)=[CH:16][CH:15]=[CH:14][N:13]=1.C([O-])(=O)C.[K+]. (3) Given the product [NH:29]([C:30]([NH:3][CH2:4][CH:5]1[CH2:8][N:7]([C:9]2[C:19]([C:20]#[N:21])=[CH:18][C:12]([C:13]([O:15][CH2:16][CH3:17])=[O:14])=[C:11]([CH3:22])[N:10]=2)[CH2:6]1)=[O:31])[C:23]1[CH:28]=[CH:27][CH:26]=[CH:25][CH:24]=1, predict the reactants needed to synthesize it. The reactants are: Cl.Cl.[NH2:3][CH2:4][CH:5]1[CH2:8][N:7]([C:9]2[C:19]([C:20]#[N:21])=[CH:18][C:12]([C:13]([O:15][CH2:16][CH3:17])=[O:14])=[C:11]([CH3:22])[N:10]=2)[CH2:6]1.[C:23]1([N:29]=[C:30]=[O:31])[CH:28]=[CH:27][CH:26]=[CH:25][CH:24]=1.CCN(C(C)C)C(C)C. (4) Given the product [CH2:1]([N:5]1[C:13]2[C:8](=[N:9][C:10]([Cl:15])=[N:11][C:12]=2[Cl:14])[N:7]=[C:6]1[N:25]1[CH2:24][CH2:23][N:22]([C:28]([O:30][C:31]([CH3:34])([CH3:33])[CH3:32])=[O:29])[CH2:27][CH2:26]1)[C:2]#[C:3][CH3:4], predict the reactants needed to synthesize it. The reactants are: [CH2:1]([N:5]1[C:13]2[C:8](=[N:9][C:10]([Cl:15])=[N:11][C:12]=2[Cl:14])[N:7]=[C:6]1Cl)[C:2]#[C:3][CH3:4].C(=O)(O)[O-].[Na+].[N:22]1([C:28]([O:30][C:31]([CH3:34])([CH3:33])[CH3:32])=[O:29])[CH2:27][CH2:26][NH:25][CH2:24][CH2:23]1. (5) Given the product [CH2:1]([O:3][C:4]1[CH:9]=[CH:8][C:7]([C:10]2[O:11][CH:12]=[CH:13][N:14]=2)=[CH:6][C:5]=1[NH2:15])[CH3:2], predict the reactants needed to synthesize it. The reactants are: [CH2:1]([O:3][C:4]1[CH:9]=[CH:8][C:7]([C:10]2[O:11][CH:12]=[CH:13][N:14]=2)=[CH:6][C:5]=1[N+:15]([O-])=O)[CH3:2].CC1C=CC(C(N)=O)=CC=1NC(N)=S. (6) Given the product [F:12][C:13]([F:24])([F:23])[C:14]1[CH:19]=[CH:18][C:17]([C:2]2[CH:11]=[C:6]([C:7]([O:9][CH3:10])=[O:8])[CH:5]=[N:4][CH:3]=2)=[CH:16][CH:15]=1, predict the reactants needed to synthesize it. The reactants are: Br[C:2]1[CH:3]=[N:4][CH:5]=[C:6]([CH:11]=1)[C:7]([O:9][CH3:10])=[O:8].[F:12][C:13]([F:24])([F:23])[C:14]1[CH:19]=[CH:18][C:17](B(O)O)=[CH:16][CH:15]=1. (7) Given the product [ClH:28].[Cl:28][C:27]1[CH:26]=[CH:25][CH:24]=[CH:23][C:22]=1[N:19]1[CH2:18][CH2:17][N:16]([CH2:15][CH2:14][N:11]2[C:4]3[C:5](=[O:6])[N:7]([CH3:10])[C:8](=[O:9])[N:2]([CH3:1])[C:3]=3[N:13]=[CH:12]2)[CH2:21][CH2:20]1, predict the reactants needed to synthesize it. The reactants are: [CH3:1][N:2]1[C:8](=[O:9])[N:7]([CH3:10])[C:5](=[O:6])[C:4]2[N:11]([CH2:14][CH2:15][N:16]3[CH2:21][CH2:20][N:19]([C:22]4[C:27]([Cl:28])=[CH:26][CH:25]=[CH:24][CH:23]=4)[CH2:18][CH2:17]3)[CH:12]=[N:13][C:3]1=2.CO. (8) Given the product [BrH:1].[CH3:25][C:23]1[N:24]=[C:19]([CH3:18])[C:20]2[N:21]([CH:2]=[C:3]([C:5]3[C:6](=[O:17])[O:7][C:8]4[C:13]([CH:14]=3)=[CH:12][CH:11]=[C:10]([CH2:15][OH:16])[CH:9]=4)[N:26]=2)[CH:22]=1, predict the reactants needed to synthesize it. The reactants are: [Br:1][CH2:2][C:3]([C:5]1[C:6](=[O:17])[O:7][C:8]2[C:13]([CH:14]=1)=[CH:12][CH:11]=[C:10]([CH2:15][OH:16])[CH:9]=2)=O.[CH3:18][C:19]1[C:20]([NH2:26])=[N:21][CH:22]=[C:23]([CH3:25])[N:24]=1. (9) Given the product [CH3:29][N:30]([CH3:35])[CH2:31][CH2:32][CH2:33][O:25][CH2:24][C:14]1[S:13][C:12]2[C:11]3[CH:26]=[C:7]([O:6][CH2:5][CH2:4][CH2:3][N:2]([CH3:1])[CH3:27])[CH:8]=[CH:9][C:10]=3[O:19][C:18]3[CH:20]=[CH:21][CH:22]=[CH:23][C:17]=3[C:16]=2[CH:15]=1, predict the reactants needed to synthesize it. The reactants are: [CH3:1][N:2]([CH3:27])[CH2:3][CH2:4][CH2:5][O:6][C:7]1[CH:8]=[CH:9][C:10]2[O:19][C:18]3[CH:20]=[CH:21][CH:22]=[CH:23][C:17]=3[C:16]3[CH:15]=[C:14]([CH2:24][OH:25])[S:13][C:12]=3[C:11]=2[CH:26]=1.Cl.[CH3:29][N:30]([CH3:35])[CH2:31][CH2:32][CH2:33]Cl. (10) Given the product [CH3:23][O:24][C:25]([CH:21]1[CH2:22][C:14]([C:15]#[N:16])([C:11]2[CH:12]=[CH:13][C:8]([F:7])=[CH:9][CH:10]=2)[CH2:5][CH2:4][C:3]1=[O:2])=[O:18], predict the reactants needed to synthesize it. The reactants are: C[O:2][C:3](=O)[CH:4]=[CH2:5].[F:7][C:8]1[CH:13]=[CH:12][C:11]([CH2:14][C:15]#[N:16])=[CH:10][CH:9]=1.C[O-:18].[Na+].Cl.[CH2:21]1[CH2:25][O:24][CH2:23][CH2:22]1.